Dataset: Full USPTO retrosynthesis dataset with 1.9M reactions from patents (1976-2016). Task: Predict the reactants needed to synthesize the given product. (1) Given the product [CH2:46]([O:53][CH2:54][CH2:55][O:56][CH2:57][CH2:58][O:59][CH2:60][CH2:61][CH:23]([NH:22][C:20]1[CH:19]=[CH:18][CH:17]=[C:16]([CH:15]([S:12]([C:7]2[CH:8]=[CH:9][CH:10]=[CH:11][N:6]=2)(=[O:14])=[O:13])[NH:27][CH2:28][C:29]2[CH:34]=[CH:33][C:32]([C:35]3[S:36][CH:37]=[CH:38][N:39]=3)=[CH:31][CH:30]=2)[N:21]=1)[C:24]([OH:26])=[O:25])[C:47]1[CH:52]=[CH:51][CH:50]=[CH:49][CH:48]=1, predict the reactants needed to synthesize it. The reactants are: CN(C)C=O.[N:6]1[CH:11]=[CH:10][CH:9]=[CH:8][C:7]=1[S:12]([CH:15]([NH:27][CH2:28][C:29]1[CH:34]=[CH:33][C:32]([C:35]2[S:36][CH:37]=[CH:38][N:39]=2)=[CH:31][CH:30]=1)[C:16]1[N:21]=[C:20]([NH:22][CH2:23][C:24]([OH:26])=[O:25])[CH:19]=[CH:18][CH:17]=1)(=[O:14])=[O:13].C(=O)([O-])[O-].[K+].[K+].[CH2:46]([O:53][CH2:54][CH2:55][O:56][CH2:57][CH2:58][O:59][CH2:60][CH2:61]CS([O-])(=O)=O)[C:47]1[CH:52]=[CH:51][CH:50]=[CH:49][CH:48]=1. (2) Given the product [CH:2]([C@H:3]1[N:8]([C:9]([C:11]2[CH:15]=[C:14]([CH3:16])[N:13]([C:17]3[CH:22]=[CH:21][CH:20]=[CH:19][CH:18]=3)[C:12]=2[C:23]2[CH:28]=[CH:27][CH:26]=[CH:25][CH:24]=2)=[O:10])[CH2:7][CH2:6][N:5]([C:29]([O:31][C:32]([CH3:35])([CH3:34])[CH3:33])=[O:30])[CH2:4]1)=[O:1], predict the reactants needed to synthesize it. The reactants are: [OH:1][CH2:2][C@H:3]1[N:8]([C:9]([C:11]2[CH:15]=[C:14]([CH3:16])[N:13]([C:17]3[CH:22]=[CH:21][CH:20]=[CH:19][CH:18]=3)[C:12]=2[C:23]2[CH:28]=[CH:27][CH:26]=[CH:25][CH:24]=2)=[O:10])[CH2:7][CH2:6][N:5]([C:29]([O:31][C:32]([CH3:35])([CH3:34])[CH3:33])=[O:30])[CH2:4]1.N1C=CC=CC=1. (3) Given the product [CH3:16][N:2]([CH3:1])[S:3]([C:6]([C:8]([C:10]1[CH:15]=[CH:14][CH:13]=[CH:12][CH:11]=1)=[O:9])([CH3:17])[CH3:7])(=[O:4])=[O:5], predict the reactants needed to synthesize it. The reactants are: [CH3:1][N:2]([CH3:16])[S:3]([CH:6]([C:8]([C:10]1[CH:15]=[CH:14][CH:13]=[CH:12][CH:11]=1)=[O:9])[CH3:7])(=[O:5])=[O:4].[C:17](=O)([O-])[O-].[K+].[K+].CI. (4) Given the product [C:10]([O:9][C:8]([N:7]([C:2]1[CH:3]=[CH:4][CH:5]=[CH:6][N:1]=1)[CH2:18][CH2:19][O:20][C:21]1[CH:22]=[C:23]([CH:41]=[CH:42][CH:43]=1)[CH2:24][C@@H:25]([C:37]([O:39][CH3:40])=[O:38])[NH:26][C:27](=[O:36])[C:28]1[C:33]([Cl:34])=[CH:32][CH:31]=[CH:30][C:29]=1[Cl:35])=[O:14])([CH3:11])([CH3:13])[CH3:12], predict the reactants needed to synthesize it. The reactants are: [N:1]1[CH:6]=[CH:5][CH:4]=[CH:3][C:2]=1[NH:7][C:8](=[O:14])[O:9][C:10]([CH3:13])([CH3:12])[CH3:11].[H-].[Na+].Br[CH2:18][CH2:19][O:20][C:21]1[CH:22]=[C:23]([CH:41]=[CH:42][CH:43]=1)[CH2:24][C@@H:25]([C:37]([O:39][CH3:40])=[O:38])[NH:26][C:27](=[O:36])[C:28]1[C:33]([Cl:34])=[CH:32][CH:31]=[CH:30][C:29]=1[Cl:35]. (5) Given the product [CH2:24]([O:23][N:22]1[C:14]2[N:13]=[CH:12][C:11]([S:8]([NH:1][C:2]3[CH:3]=[CH:4][CH:5]=[CH:6][CH:7]=3)(=[O:9])=[O:10])=[CH:21][C:15]=2[C:16]([OH:17])=[C:24]([C:25]2[CH:30]=[CH:29][CH:28]=[CH:27][CH:26]=2)[C:31]1=[O:38])[C:25]1[CH:30]=[CH:29][CH:28]=[CH:27][CH:26]=1, predict the reactants needed to synthesize it. The reactants are: [NH:1]([S:8]([C:11]1[CH:12]=[N:13][C:14]([N:22]([C:31](=[O:38])C2C=CC=CC=2)[O:23][CH2:24][C:25]2[CH:30]=[CH:29][CH:28]=[CH:27][CH:26]=2)=[C:15]([CH:21]=1)[C:16](OCC)=[O:17])(=[O:10])=[O:9])[C:2]1[CH:7]=[CH:6][CH:5]=[CH:4][CH:3]=1.CN(C=O)C.C[Si](C)(C)[N-][Si](C)(C)C.[Li+]. (6) Given the product [ClH:40].[F:18][C:8]1[C:7]2[C@@H:6]([NH:19][CH2:20][CH2:21][CH2:22][C@H:23]3[O:27][C:26](=[O:28])[N:25]([C:29]4[CH:30]=[CH:31][C:32]5[S:37][CH2:36][C:35](=[O:38])[NH:34][C:33]=5[CH:39]=4)[CH2:24]3)[C@H:5]([C:3]([OH:4])=[O:2])[N:15]3[C:16]=2[C:11]([CH:12]=[CH:13][C:14]3=[O:17])=[CH:10][CH:9]=1, predict the reactants needed to synthesize it. The reactants are: C[O:2][C:3]([C@@H:5]1[N:15]2[C:16]3[C:11]([CH:12]=[CH:13][C:14]2=[O:17])=[CH:10][CH:9]=[C:8]([F:18])[C:7]=3[C@H:6]1[NH:19][CH2:20][CH2:21][CH2:22][C@H:23]1[O:27][C:26](=[O:28])[N:25]([C:29]2[CH:30]=[CH:31][C:32]3[S:37][CH2:36][C:35](=[O:38])[NH:34][C:33]=3[CH:39]=2)[CH2:24]1)=[O:4].[ClH:40]. (7) Given the product [O:27]1[C:28]2[CH:34]=[CH:33][CH:32]=[CH:31][C:29]=2[N:30]=[C:26]1[S:25][CH2:8][C:9]([NH:11][C:12]1[C:13]([S:22][CH2:23][CH3:24])=[N:14][C:15]([CH3:21])=[CH:16][C:17]=1[S:18][CH2:19][CH3:20])=[O:10], predict the reactants needed to synthesize it. The reactants are: C(=O)([O-])[O-].[K+].[K+].Br[CH2:8][C:9]([NH:11][C:12]1[C:13]([S:22][CH2:23][CH3:24])=[N:14][C:15]([CH3:21])=[CH:16][C:17]=1[S:18][CH2:19][CH3:20])=[O:10].[SH:25][C:26]1[O:27][C:28]2[CH:34]=[CH:33][CH:32]=[CH:31][C:29]=2[N:30]=1.